Dataset: Antibody developability classification from SAbDab with 2,409 antibodies. Task: Regression/Classification. Given an antibody's heavy chain and light chain sequences, predict its developability. TAP uses regression for 5 developability metrics; SAbDab uses binary classification. The antibody is ['QVQLQQSGAELAKPGASVMLSCKASGYTFNGYWMHWVKQRPGQDLEWIGYINPTTGHTEYNQKFKDKATLTADESSNTAYIELSSLTSDDSAVYYCARQEYRHSWFAYWGQGTLVTVSA', 'DIVLTQSPASLAVSLGQRATISCKASQSVDYDGDTYMNWYHQKPGQPPKLLIYAASNLDSGIPARFSGSGSGTDFTLNIHPVEEEDAATYYCQQTNEDPWTFGGGTKLEIK']. Result: 0 (not developable).